From a dataset of CYP1A2 inhibition data for predicting drug metabolism from PubChem BioAssay. Regression/Classification. Given a drug SMILES string, predict its absorption, distribution, metabolism, or excretion properties. Task type varies by dataset: regression for continuous measurements (e.g., permeability, clearance, half-life) or binary classification for categorical outcomes (e.g., BBB penetration, CYP inhibition). Dataset: cyp1a2_veith. The molecule is Cn1c(=O)c2[nH]cnc2n(C)c1=O.[CH2-][C@H](Cc1cccc2cc(C(=O)O)c(=O)oc12)OC.[Hg].[OH-]. The result is 0 (non-inhibitor).